Dataset: Full USPTO retrosynthesis dataset with 1.9M reactions from patents (1976-2016). Task: Predict the reactants needed to synthesize the given product. (1) Given the product [C:13]1([S:19]([C:22]2[C:23]([CH2:30][CH2:31][C:32]([OH:34])=[O:33])=[C:24](/[CH:28]=[C:7]3\[C:8](=[O:12])[NH:9][C:10]4[C:6]\3=[CH:5][CH:4]=[C:3]([O:2][CH3:1])[CH:11]=4)[NH:25][C:26]=2[CH3:27])(=[O:20])=[O:21])[CH:14]=[CH:15][CH:16]=[CH:17][CH:18]=1, predict the reactants needed to synthesize it. The reactants are: [CH3:1][O:2][C:3]1[CH:11]=[C:10]2[C:6]([CH2:7][C:8](=[O:12])[NH:9]2)=[CH:5][CH:4]=1.[C:13]1([S:19]([C:22]2[C:23]([CH2:30][CH2:31][C:32]([OH:34])=[O:33])=[C:24]([CH:28]=O)[NH:25][C:26]=2[CH3:27])(=[O:21])=[O:20])[CH:18]=[CH:17][CH:16]=[CH:15][CH:14]=1.CC(O/N=C(/C(NCC=O)=O)\C1N=C(N)SC=1)(C(O)=O)C.N1CCCCC1. (2) Given the product [C:1]([O:5][C:6](=[O:23])[NH:7][CH2:8][C:9]1[CH:14]=[CH:13][CH:12]=[C:11]([O:15][C:16]2[CH:21]=[CH:20][CH:19]=[C:18]([C:29]#[C:28][Si:25]([CH3:27])([CH3:26])[CH3:24])[CH:17]=2)[CH:10]=1)([CH3:4])([CH3:3])[CH3:2], predict the reactants needed to synthesize it. The reactants are: [C:1]([O:5][C:6](=[O:23])[NH:7][CH2:8][C:9]1[CH:14]=[CH:13][CH:12]=[C:11]([O:15][C:16]2[CH:21]=[CH:20][CH:19]=[C:18](I)[CH:17]=2)[CH:10]=1)([CH3:4])([CH3:3])[CH3:2].[CH3:24][Si:25]([C:28]#[CH:29])([CH3:27])[CH3:26].C(N(CC)CC)C.CN(C=O)C. (3) Given the product [CH3:1][O:2][C:3]1[CH:4]=[CH:5][C:6]([CH2:9][C:10]([O:12][CH3:13])=[O:11])=[CH:7][CH:8]=1, predict the reactants needed to synthesize it. The reactants are: [CH3:1][O:2][C:3]1[CH:8]=[CH:7][C:6]([CH2:9][C:10]([OH:12])=[O:11])=[CH:5][CH:4]=1.[CH3:13]O.